Dataset: Full USPTO retrosynthesis dataset with 1.9M reactions from patents (1976-2016). Task: Predict the reactants needed to synthesize the given product. (1) Given the product [CH3:1][O:2][C:3](=[O:41])[NH:4][C@@H:5]([CH:38]([CH3:40])[CH3:39])[C:6]([N:8]1[CH2:12][C@@H:11]([O:13][CH2:14][CH3:15])[CH2:10][C@H:9]1[C:16]1[NH:20][C:19]2[C:21]3[C:26]([CH:27]=[CH:28][C:18]=2[N:17]=1)=[CH:25][C:24]1[C:29]2[C:34]([CH2:35][O:36][C:23]=1[CH:22]=3)=[CH:33][C:32]([B:45]1[O:46][C:47]([CH3:49])([CH3:48])[C:43]([CH3:59])([CH3:42])[O:44]1)=[CH:31][CH:30]=2)=[O:7], predict the reactants needed to synthesize it. The reactants are: [CH3:1][O:2][C:3](=[O:41])[NH:4][C@@H:5]([CH:38]([CH3:40])[CH3:39])[C:6]([N:8]1[CH2:12][C@@H:11]([O:13][CH2:14][CH3:15])[CH2:10][C@H:9]1[C:16]1[NH:20][C:19]2[C:21]3[C:26]([CH:27]=[CH:28][C:18]=2[N:17]=1)=[CH:25][C:24]1[C:29]2[C:34]([CH2:35][O:36][C:23]=1[CH:22]=3)=[CH:33][C:32](Cl)=[CH:31][CH:30]=2)=[O:7].[CH3:42][C:43]1([CH3:59])[C:47]([CH3:49])([CH3:48])[O:46][B:45]([B:45]2[O:46][C:47]([CH3:49])([CH3:48])[C:43]([CH3:59])([CH3:42])[O:44]2)[O:44]1.C([O-])(=O)C.[K+].C1(P(C2CCCCC2)C2C=CC=CC=2C2C(C(C)C)=CC(C(C)C)=CC=2C(C)C)CCCCC1. (2) Given the product [O:43]=[C:36]([N:25]1[CH2:26][CH2:27][CH:22]([C:19]2[S:20][CH:21]=[C:17]([C:14]3[CH2:13][CH:12]([C:7]4[CH:8]=[CH:9][CH:10]=[CH:11][C:6]=4[O:5][CH2:2][C:3]#[CH:4])[O:16][N:15]=3)[N:18]=2)[CH2:23][CH2:24]1)[CH2:37][C:38]([O:40][CH2:41][CH3:42])=[O:39], predict the reactants needed to synthesize it. The reactants are: [Cl-].[CH2:2]([O:5][C:6]1[CH:11]=[CH:10][CH:9]=[CH:8][C:7]=1[CH:12]1[O:16][N:15]=[C:14]([C:17]2[N:18]=[C:19]([CH:22]3[CH2:27][CH2:26][NH2+:25][CH2:24][CH2:23]3)[S:20][CH:21]=2)[CH2:13]1)[C:3]#[CH:4].C(N(CC)CC)C.Cl[C:36](=[O:43])[CH2:37][C:38]([O:40][CH2:41][CH3:42])=[O:39].O. (3) The reactants are: Br[C:2]1[CH:20]=[CH:19][C:5]([C:6]([NH:8][C:9]2[CH:14]=[C:13]([C:15]([F:18])([F:17])[F:16])[CH:12]=[CH:11][N:10]=2)=[O:7])=[CH:4][C:3]=1[O:21][CH:22]1[CH2:24][CH2:23]1.[CH3:25][C:26]1([CH3:42])[C:30]([CH3:32])([CH3:31])[O:29][B:28]([B:28]2[O:29][C:30]([CH3:32])([CH3:31])[C:26]([CH3:42])([CH3:25])[O:27]2)[O:27]1. Given the product [CH:22]1([O:21][C:3]2[CH:4]=[C:5]([CH:19]=[CH:20][C:2]=2[B:28]2[O:29][C:30]([CH3:32])([CH3:31])[C:26]([CH3:42])([CH3:25])[O:27]2)[C:6]([NH:8][C:9]2[CH:14]=[C:13]([C:15]([F:18])([F:17])[F:16])[CH:12]=[CH:11][N:10]=2)=[O:7])[CH2:24][CH2:23]1, predict the reactants needed to synthesize it. (4) Given the product [NH2:14][C:11]1[CH:12]=[CH:13][C:8]2[C:7](=[O:17])[N:6]([CH2:18][C:19]([N:21]([CH3:22])[CH3:23])=[O:20])[CH2:5][CH2:4][N:3]([CH2:1][CH3:2])[C:9]=2[CH:10]=1, predict the reactants needed to synthesize it. The reactants are: [CH2:1]([N:3]1[C:9]2[CH:10]=[C:11]([N+:14]([O-])=O)[CH:12]=[CH:13][C:8]=2[C:7](=[O:17])[N:6]([CH2:18][C:19]([N:21]([CH3:23])[CH3:22])=[O:20])[CH2:5][CH2:4]1)[CH3:2].C(O)C.